This data is from NCI-60 drug combinations with 297,098 pairs across 59 cell lines. The task is: Regression. Given two drug SMILES strings and cell line genomic features, predict the synergy score measuring deviation from expected non-interaction effect. (1) Drug 1: CN(C(=O)NC(C=O)C(C(C(CO)O)O)O)N=O. Drug 2: C1C(C(OC1N2C=NC3=C2NC=NCC3O)CO)O. Cell line: T-47D. Synergy scores: CSS=50.0, Synergy_ZIP=4.54, Synergy_Bliss=2.73, Synergy_Loewe=2.07, Synergy_HSA=3.73. (2) Drug 1: CN1CCC(CC1)COC2=C(C=C3C(=C2)N=CN=C3NC4=C(C=C(C=C4)Br)F)OC. Drug 2: C(CN)CNCCSP(=O)(O)O. Cell line: OVCAR-8. Synergy scores: CSS=4.43, Synergy_ZIP=-2.45, Synergy_Bliss=-1.93, Synergy_Loewe=-1.85, Synergy_HSA=-1.78. (3) Drug 1: C1CC(=O)NC(=O)C1N2CC3=C(C2=O)C=CC=C3N. Drug 2: CCC1(CC2CC(C3=C(CCN(C2)C1)C4=CC=CC=C4N3)(C5=C(C=C6C(=C5)C78CCN9C7C(C=CC9)(C(C(C8N6C=O)(C(=O)OC)O)OC(=O)C)CC)OC)C(=O)OC)O.OS(=O)(=O)O. Cell line: UACC62. Synergy scores: CSS=4.93, Synergy_ZIP=-1.83, Synergy_Bliss=-1.54, Synergy_Loewe=-5.88, Synergy_HSA=-1.20.